This data is from Full USPTO retrosynthesis dataset with 1.9M reactions from patents (1976-2016). The task is: Predict the reactants needed to synthesize the given product. (1) Given the product [CH3:16][C:6]1([CH3:17])[C:5]2[CH:4]=[CH:3][C:2]([N:18]3[CH:22]=[CH:21][CH:20]=[N:19]3)=[CH:15][C:14]=2[NH:13][C:12]2[C:7]1=[CH:8][CH:9]=[CH:10][CH:11]=2, predict the reactants needed to synthesize it. The reactants are: Br[C:2]1[CH:3]=[CH:4][C:5]2[C:6]([CH3:17])([CH3:16])[C:7]3[C:12]([NH:13][C:14]=2[CH:15]=1)=[CH:11][CH:10]=[CH:9][CH:8]=3.[NH:18]1[CH:22]=[CH:21][CH:20]=[N:19]1.C([O-])([O-])=O.[K+].[K+].[C@@H]1(N)CCCC[C@H]1N. (2) Given the product [CH2:13]([O:12][C:10](=[O:11])[CH:9]=[CH:30][C:24]1[C:23]2[C:27](=[CH:28][CH:29]=[C:21]([O:20][CH3:19])[CH:22]=2)[NH:26][CH:25]=1)[CH3:14], predict the reactants needed to synthesize it. The reactants are: C(OP([CH2:9][C:10]([O:12][CH2:13][CH3:14])=[O:11])(OCC)=O)C.[H-].[Na+].[H][H].[CH3:19][O:20][C:21]1[CH:22]=[C:23]2[C:27](=[CH:28][CH:29]=1)[NH:26][CH:25]=[C:24]2[CH:30]=O.P(=O)([O-])[O-]. (3) Given the product [F:27][CH2:11][C@@:10]1([OH:12])[C@@H:13]([CH3:26])[CH2:14][C:15]([C:17]2[CH:22]=[CH:21][N:20]=[CH:19][C:18]=2[N+:23]([O-:25])=[O:24])=[CH:16][C@H:9]1[OH:8], predict the reactants needed to synthesize it. The reactants are: [Si]([O:8][C@@H:9]1[CH:16]=[C:15]([C:17]2[CH:22]=[CH:21][N:20]=[CH:19][C:18]=2[N+:23]([O-:25])=[O:24])[CH2:14][C@H:13]([CH3:26])[C@:10]21[O:12][CH2:11]2)(C(C)(C)C)(C)C.[FH:27].F.F.C(N(CC)CC)C. (4) Given the product [CH2:4]([O:11][C:12]1[CH:13]=[CH:14][C:15]([N:18]2[C:22]3=[N:23][CH:24]=[CH:25][C:26]([CH3:27])=[C:21]3[N:20]([CH2:2][CH3:3])[C:19]2=[O:28])=[CH:16][CH:17]=1)[C:5]1[CH:10]=[CH:9][CH:8]=[CH:7][CH:6]=1, predict the reactants needed to synthesize it. The reactants are: I[CH2:2][CH3:3].[CH2:4]([O:11][C:12]1[CH:17]=[CH:16][C:15]([N:18]2[C:22]3=[N:23][CH:24]=[CH:25][C:26]([CH3:27])=[C:21]3[NH:20][C:19]2=[O:28])=[CH:14][CH:13]=1)[C:5]1[CH:10]=[CH:9][CH:8]=[CH:7][CH:6]=1.C(=O)([O-])[O-].[Cs+].[Cs+]. (5) Given the product [CH3:15][C:14]1[N:13]=[C:12]([NH:16][C:17]([N:19]2[CH2:23][CH2:22][N:21]([CH:24]3[CH2:29][CH2:28][O:27][CH2:26][CH2:25]3)[C:20]2=[O:30])=[O:18])[CH:11]=[CH:10][C:9]=1[O:8][C:6]1[CH:5]=[CH:4][N:3]=[C:2]([C:42]2[CH:41]=[CH:40][N:39]=[C:38]([CH3:37])[CH:43]=2)[CH:7]=1, predict the reactants needed to synthesize it. The reactants are: Cl[C:2]1[CH:7]=[C:6]([O:8][C:9]2[CH:10]=[CH:11][C:12]([NH:16][C:17]([N:19]3[CH2:23][CH2:22][N:21]([CH:24]4[CH2:29][CH2:28][O:27][CH2:26][CH2:25]4)[C:20]3=[O:30])=[O:18])=[N:13][C:14]=2[CH3:15])[CH:5]=[CH:4][N:3]=1.C([O-])([O-])=O.[K+].[K+].[CH3:37][C:38]1[CH:43]=[C:42](B2OC(C)(C)C(C)(C)O2)[CH:41]=[CH:40][N:39]=1. (6) Given the product [F:16][C:13]1[CH:14]=[CH:15][C:9]2[N:8]([C:17]3[CH:22]=[CH:21][CH:20]=[CH:19][C:18]=3[F:23])[S:7](=[O:25])(=[O:24])[N:6]([CH2:5][CH2:4][CH2:3][CH2:2][NH:27][CH3:26])[CH2:11][C:10]=2[CH:12]=1, predict the reactants needed to synthesize it. The reactants are: Br[CH2:2][CH2:3][CH2:4][CH2:5][N:6]1[CH2:11][C:10]2[CH:12]=[C:13]([F:16])[CH:14]=[CH:15][C:9]=2[N:8]([C:17]2[CH:22]=[CH:21][CH:20]=[CH:19][C:18]=2[F:23])[S:7]1(=[O:25])=[O:24].[CH3:26][NH2:27].Cl.